From a dataset of Full USPTO retrosynthesis dataset with 1.9M reactions from patents (1976-2016). Predict the reactants needed to synthesize the given product. (1) The reactants are: [O:1]=[C:2]1[C:7]([CH2:8][C:9]2[CH:14]=[CH:13][C:12]([C:15]3[C:16]([C:21]#[N:22])=[CH:17][CH:18]=[CH:19][CH:20]=3)=[CH:11][CH:10]=2)=[C:6]([CH2:23][CH2:24][CH3:25])[N:5]2[N:26]=[CH:27][N:28]=[C:4]2[NH:3]1.[CH3:29][O:30][C:31]1[CH:36]=[CH:35][C:34](B(O)O)=[CH:33][CH:32]=1.C(N(CC)CC)C.N1C=CC=CC=1. Given the product [CH3:29][O:30][C:31]1[CH:36]=[CH:35][C:34]([N:3]2[C:2](=[O:1])[C:7]([CH2:8][C:9]3[CH:10]=[CH:11][C:12]([C:15]4[C:16]([C:21]#[N:22])=[CH:17][CH:18]=[CH:19][CH:20]=4)=[CH:13][CH:14]=3)=[C:6]([CH2:23][CH2:24][CH3:25])[N:5]3[N:26]=[CH:27][N:28]=[C:4]23)=[CH:33][CH:32]=1, predict the reactants needed to synthesize it. (2) Given the product [OH:8][C:7]1[C@@H:5]([C@@H:3]([OH:4])[CH2:2][OH:1])[O:6][C:11](=[O:12])[C:9]=1[OH:10], predict the reactants needed to synthesize it. The reactants are: [OH:1][CH2:2][C@@H:3]([C@H:5]([C@@H:7]([C@@H:9]([CH2:11][OH:12])[OH:10])[OH:8])[OH:6])[OH:4].OCC([C@H]([C@@H]([C@H](CO)O)O)O)=O.[Na+].[Cl-].C([O-])([O-])=O.[Ca+2].